This data is from Forward reaction prediction with 1.9M reactions from USPTO patents (1976-2016). The task is: Predict the product of the given reaction. (1) The product is: [Cl:1][C:2]1[CH:3]=[CH:4][C:5]([CH2:6][NH:7][C:8]([C:10]2[CH:11]=[C:12]3[C:13]([C:14](=[O:16])[N:25]([C:26]4[C:31]([C:32]([OH:34])=[O:33])=[CH:30][CH:29]=[CH:28][N:27]=4)[C:21](=[S:22])[NH:20]3)=[CH:18][CH:19]=2)=[O:9])=[CH:23][CH:24]=1. Given the reactants [Cl:1][C:2]1[CH:24]=[CH:23][C:5]([CH2:6][NH:7][C:8]([C:10]2[CH:19]=[CH:18][C:13]([C:14]([O:16]C)=O)=[C:12]([N:20]=[C:21]=[S:22])[CH:11]=2)=[O:9])=[CH:4][CH:3]=1.[NH2:25][C:26]1[C:31]([C:32]([OH:34])=[O:33])=[CH:30][CH:29]=[CH:28][N:27]=1, predict the reaction product. (2) Given the reactants [Cl:1][C:2]1[CH:26]=[CH:25][C:24]([F:27])=[CH:23][C:3]=1[CH2:4][O:5][C:6]1[CH:11]=[CH:10][C:9]([S:12][C:13]2[CH:18]=[CH:17][C:16]([OH:19])=[CH:15][CH:14]=2)=[C:8]([N+:20]([O-])=O)[CH:7]=1.[NH4+].[Cl-], predict the reaction product. The product is: [NH2:20][C:8]1[CH:7]=[C:6]([O:5][CH2:4][C:3]2[CH:23]=[C:24]([F:27])[CH:25]=[CH:26][C:2]=2[Cl:1])[CH:11]=[CH:10][C:9]=1[S:12][C:13]1[CH:18]=[CH:17][C:16]([OH:19])=[CH:15][CH:14]=1. (3) Given the reactants Br[C:2]1[C:6](Br)=[CH:5][Se:4][CH:3]=1, predict the reaction product. The product is: [CH:3]1[Se:4][CH:5]=[C:6]2[C:6]3[C:2]([C:6]4[C:2]([C:2]5[C:6](=[CH:5][Se:4][CH:3]=5)[C:2]=12)=[CH:3][Se:4][CH:5]=4)=[CH:3][Se:4][CH:5]=3. (4) Given the reactants [Cl:1][C:2]1[CH:35]=[CH:34][C:5]([CH2:6][NH:7][C:8]([C:10]2[C:19](=[O:20])[C:18]3[C:13](=[C:14](F)[CH:15]=[C:16]([CH2:21][N:22]4[CH2:27][CH2:26][O:25][CH2:24][CH2:23]4)[CH:17]=3)[N:12]([CH2:29][C:30]([NH:32][CH3:33])=[O:31])[CH:11]=2)=[O:9])=[CH:4][CH:3]=1.CC(C)([O-])C.[K+], predict the reaction product. The product is: [Cl:1][C:2]1[CH:35]=[CH:34][C:5]([CH2:6][NH:7][C:8]([C:10]2[C:19](=[O:20])[C:18]3[C:13]4[N:12]([CH:11]=2)[CH2:29][C:30](=[O:31])[N:32]([CH3:33])[C:14]=4[CH:15]=[C:16]([CH2:21][N:22]2[CH2:23][CH2:24][O:25][CH2:26][CH2:27]2)[CH:17]=3)=[O:9])=[CH:4][CH:3]=1. (5) Given the reactants [CH3:1][C@H:2]1[CH2:7][NH:6][C@H:5]([CH3:8])[CH2:4][N:3]1[C@H:9]([C:24]1[CH:25]=[C:26]([CH:38]=[CH:39][CH:40]=1)[C:27]([N:29]([C:31]1[CH:36]=[CH:35][CH:34]=[C:33]([F:37])[CH:32]=1)[CH3:30])=[O:28])[C:10]1[CH:15]=[CH:14][CH:13]=[C:12]([O:16]S(C(F)(F)F)(=O)=O)[CH:11]=1.C(=O)([O-])[O-].[Na+].[Na+].[I-].[Na+].Br[CH2:50][CH2:51][CH2:52][F:53], predict the reaction product. The product is: [CH3:1][C@H:2]1[CH2:7][N:6]([CH2:50][CH2:51][CH2:52][F:53])[C@H:5]([CH3:8])[CH2:4][N:3]1[C@H:9]([C:24]1[CH:25]=[C:26]([CH:38]=[CH:39][CH:40]=1)[C:27]([N:29]([C:31]1[CH:36]=[CH:35][CH:34]=[C:33]([F:37])[CH:32]=1)[CH3:30])=[O:28])[C:10]1[CH:15]=[CH:14][CH:13]=[C:12]([OH:16])[CH:11]=1. (6) Given the reactants [CH3:1][C:2]1[CH:36]=[C:5]2[N:6]=[CH:7][C:8]3[CH2:12][N:11]([C@@H:13]4[CH2:18][C@H:17]([NH:19]C(=O)OC(C)(C)C)[C@@H:16]([C:27]5[CH:32]=[C:31]([F:33])[C:30]([F:34])=[CH:29][C:28]=5[F:35])[CH2:15][CH2:14]4)[CH2:10][C:9]=3[N:4]2[N:3]=1.[ClH:37], predict the reaction product. The product is: [ClH:37].[ClH:37].[CH3:1][C:2]1[CH:36]=[C:5]2[N:6]=[CH:7][C:8]3[CH2:12][N:11]([C@@H:13]4[CH2:18][C@H:17]([NH2:19])[C@@H:16]([C:27]5[CH:32]=[C:31]([F:33])[C:30]([F:34])=[CH:29][C:28]=5[F:35])[CH2:15][CH2:14]4)[CH2:10][C:9]=3[N:4]2[N:3]=1.